Task: Binary Classification. Given a drug SMILES string, predict its activity (active/inactive) in a high-throughput screening assay against a specified biological target.. Dataset: HIV replication inhibition screening data with 41,000+ compounds from the AIDS Antiviral Screen (1) The compound is COc1ccc(-c2cc(Cc3cccs3)c(O)nn2)cc1. The result is 0 (inactive). (2) The compound is N#Cc1ccccc1NC(=O)C(=O)C1NC(=S)NC1=O. The result is 0 (inactive). (3) The result is 0 (inactive). The compound is Nc1ncc(CN2CCOCC2)c(-c2ccccc2O)n1. (4) The molecule is Br.NCCCNC(=O)c1csc(NC(=O)c2csc(NC(=O)CCCN)n2)n1. The result is 0 (inactive). (5) The molecule is CN(C)C(=N)c1ccccc1.Cl. The result is 0 (inactive). (6) The drug is O=C(NC(=O)c1cn(CCN2CCNCC2)c(=O)[nH]c1=O)OCc1ccccc1. The result is 0 (inactive). (7) The molecule is COC(=O)c1nc(S)nc(C(=O)OC)c1C(=O)C=Cc1ccccc1. The result is 0 (inactive). (8) The compound is O=C(CC(CCC(=O)N(Cc1ccccc1)Cc1ccccc1)=NNc1ccc([N+](=O)[O-])cc1[N+](=O)[O-])c1ccccc1. The result is 0 (inactive). (9) The drug is O=S(=O)(O)c1cc(N=Nc2cc(S(=O)(=O)O)c3cccnc3c2O)ccc1C=Cc1ccc(N=Nc2cc(S(=O)(=O)O)c3cccnc3c2O)cc1S(=O)(=O)O.[NaH].[Zn]. The result is 1 (active).